From a dataset of Peptide-MHC class I binding affinity with 185,985 pairs from IEDB/IMGT. Regression. Given a peptide amino acid sequence and an MHC pseudo amino acid sequence, predict their binding affinity value. This is MHC class I binding data. (1) The peptide sequence is REGDLTCNSTV. The MHC is H-2-Kk with pseudo-sequence H-2-Kk. The binding affinity (normalized) is 0.145. (2) The peptide sequence is YVFCTVNAL. The MHC is HLA-A02:03 with pseudo-sequence HLA-A02:03. The binding affinity (normalized) is 0.919. (3) The peptide sequence is KPNELSLAL. The MHC is HLA-B54:01 with pseudo-sequence HLA-B54:01. The binding affinity (normalized) is 0.257. (4) The peptide sequence is QEGSLKTAL. The MHC is HLA-B40:01 with pseudo-sequence HLA-B40:01. The binding affinity (normalized) is 0.263.